This data is from Full USPTO retrosynthesis dataset with 1.9M reactions from patents (1976-2016). The task is: Predict the reactants needed to synthesize the given product. (1) Given the product [NH2:3][C:4]1[C:13]2[N:14]=[C:15]([CH2:22][O:23][CH2:24][CH3:25])[N:16]([CH2:17][C:18]([OH:20])([CH3:21])[CH3:19])[C:12]=2[C:11]2[CH:10]=[CH:9][C:8]([O:26][CH2:27][CH2:28][NH:29][C:41]([NH:40][CH:37]([CH3:39])[CH3:38])=[O:42])=[CH:7][C:6]=2[N:5]=1, predict the reactants needed to synthesize it. The reactants are: Cl.Cl.[NH2:3][C:4]1[C:13]2[N:14]=[C:15]([CH2:22][O:23][CH2:24][CH3:25])[N:16]([CH2:17][C:18]([CH3:21])([OH:20])[CH3:19])[C:12]=2[C:11]2[CH:10]=[CH:9][C:8]([O:26][CH2:27][CH2:28][NH2:29])=[CH:7][C:6]=2[N:5]=1.C(N(CC)CC)C.[CH:37]([N:40]=[C:41]=[O:42])([CH3:39])[CH3:38].C(=O)([O-])[O-].[Na+].[Na+]. (2) Given the product [CH3:14][N:15]([CH3:33])[C:16]1[CH:17]=[CH:18][C:19]([CH2:22][N:23]([C:24]2[CH:29]=[CH:28][C:27]([CH:30]([CH3:31])[CH3:32])=[CH:26][CH:25]=2)[C:11]([CH:4]2[C:5]3[C:10](=[CH:9][CH:8]=[CH:7][CH:6]=3)[O:1][CH2:2][CH2:3]2)=[O:13])=[CH:20][CH:21]=1, predict the reactants needed to synthesize it. The reactants are: [O:1]1[C:10]2[C:5](=[CH:6][CH:7]=[CH:8][CH:9]=2)[CH:4]([C:11]([OH:13])=O)[CH2:3][CH2:2]1.[CH3:14][N:15]([CH3:33])[C:16]1[CH:21]=[CH:20][C:19]([CH2:22][NH:23][C:24]2[CH:29]=[CH:28][C:27]([CH:30]([CH3:32])[CH3:31])=[CH:26][CH:25]=2)=[CH:18][CH:17]=1. (3) Given the product [C:40]1([NH:46][C:47](=[O:48])[O:21][CH2:20][CH:17]2[CH2:18][CH2:19][CH:14]([CH2:13][N:12]([S:9]([NH:8][C:6](=[O:7])[C:5]3[CH:24]=[C:25]([C:27]([F:29])([F:30])[F:28])[CH:26]=[C:3]([C:2]([F:1])([F:31])[F:32])[CH:4]=3)(=[O:11])=[O:10])[CH2:22][CH3:23])[CH2:15][CH2:16]2)[CH:45]=[CH:44][CH:43]=[CH:42][CH:41]=1, predict the reactants needed to synthesize it. The reactants are: [F:1][C:2]([F:32])([F:31])[C:3]1[CH:4]=[C:5]([CH:24]=[C:25]([C:27]([F:30])([F:29])[F:28])[CH:26]=1)[C:6]([NH:8][S:9]([N:12]([CH2:22][CH3:23])[CH2:13][CH:14]1[CH2:19][CH2:18][CH:17]([CH2:20][OH:21])[CH2:16][CH2:15]1)(=[O:11])=[O:10])=[O:7].C(N(CC)CC)C.[C:40]1([N:46]=[C:47]=[O:48])[CH:45]=[CH:44][CH:43]=[CH:42][CH:41]=1. (4) Given the product [NH3:1].[NH:1]1[C:9]2[C:4](=[CH:5][C:6]([C:22]3[CH2:23][CH:30]4[N:1]([CH3:9])[CH:2]([CH2:3][CH2:29]4)[CH:21]=3)=[CH:7][CH:8]=2)[CH:3]=[CH:2]1, predict the reactants needed to synthesize it. The reactants are: [NH:1]1[C:9]2[C:4](=[CH:5][C:6](B(O)O)=[CH:7][CH:8]=2)[CH:3]=[CH:2]1.[Cl-].[Li+].C(=O)([O-])[O-].[K+].[K+].[CH2:21](O)[CH2:22][CH2:23]O.[OH-].CO[CH2:29][CH2:30]OC. (5) Given the product [CH3:14][O:13][C:6]1[CH:7]=[C:8]([O:11][CH3:12])[CH:9]=[CH:10][C:5]=1[C:3]1[N:15]=[C:16]([NH2:18])[S:17][CH:2]=1, predict the reactants needed to synthesize it. The reactants are: Br[CH2:2][C:3]([C:5]1[CH:10]=[CH:9][C:8]([O:11][CH3:12])=[CH:7][C:6]=1[O:13][CH3:14])=O.[NH2:15][C:16]([NH2:18])=[S:17]. (6) Given the product [ClH:32].[CH3:9][O:8][CH2:7][CH:1]([NH:31][C:25]1[N:24]=[CH:29][C:28]([NH:30][C:12]([C:10]2[N:11]=[C:7]([C:1]3[CH:2]=[CH:3][CH:4]=[CH:5][CH:6]=3)[O:8][C:9]=2[C:15]([F:18])([F:17])[F:16])=[O:14])=[CH:27][CH:26]=1)[CH3:2], predict the reactants needed to synthesize it. The reactants are: [C:1]1([C:7]2[O:8][C:9]([C:15]([F:18])([F:17])[F:16])=[C:10]([C:12]([OH:14])=O)[N:11]=2)[CH:6]=[CH:5][CH:4]=[CH:3][CH:2]=1.COCC([N:24]1[CH:29]=[C:28]([NH2:30])[CH:27]=[CH:26][CH:25]1[NH2:31])C.[ClH:32]. (7) Given the product [C:48]([NH:1][C:2]1[CH:3]=[C:4]([CH:33]=[CH:34][CH:35]=1)[O:5][C:6]1[N:7]=[C:8]([NH:17][C:18]2[CH:19]=[CH:20][C:21]([N:24]3[CH2:29][CH2:28][N:27]([CH3:30])[C@@H:26]([CH2:31][OH:32])[CH2:25]3)=[CH:22][CH:23]=2)[C:9]([C:14]([NH2:16])=[O:15])=[N:10][C:11]=1[CH2:12][CH3:13])(=[O:51])[CH:49]=[CH2:50], predict the reactants needed to synthesize it. The reactants are: [NH2:1][C:2]1[CH:3]=[C:4]([CH:33]=[CH:34][CH:35]=1)[O:5][C:6]1[N:7]=[C:8]([NH:17][C:18]2[CH:23]=[CH:22][C:21]([N:24]3[CH2:29][CH2:28][N:27]([CH3:30])[C@@H:26]([CH2:31][OH:32])[CH2:25]3)=[CH:20][CH:19]=2)[C:9]([C:14]([NH2:16])=[O:15])=[N:10][C:11]=1[CH2:12][CH3:13].ClCCl.C(N(C(C)C)CC)(C)C.[C:48](Cl)(=[O:51])[CH:49]=[CH2:50]. (8) The reactants are: [CH2:1]([O:8][C:9]1[CH:18]=[CH:17][CH:16]=[C:15]2[C:10]=1[CH2:11][CH2:12][CH2:13][CH:14]2[C:19]([N:21]([C:28]1[CH:33]=[CH:32][C:31]([CH:34]([CH3:36])[CH3:35])=[CH:30][CH:29]=1)[CH2:22][C:23]1[CH:24]=[N:25][NH:26][CH:27]=1)=[O:20])[C:2]1[CH:7]=[CH:6][CH:5]=[CH:4][CH:3]=1.[CH:37](I)([CH3:39])[CH3:38]. Given the product [CH2:1]([O:8][C:9]1[CH:18]=[CH:17][CH:16]=[C:15]2[C:10]=1[CH2:11][CH2:12][CH2:13][CH:14]2[C:19]([N:21]([C:28]1[CH:29]=[CH:30][C:31]([CH:34]([CH3:36])[CH3:35])=[CH:32][CH:33]=1)[CH2:22][C:23]1[CH:27]=[N:26][N:25]([CH:37]([CH3:39])[CH3:38])[CH:24]=1)=[O:20])[C:2]1[CH:3]=[CH:4][CH:5]=[CH:6][CH:7]=1, predict the reactants needed to synthesize it. (9) Given the product [CH3:13][N:11]([CH3:12])[CH2:9][CH2:8][CH2:7][C:6]([CH2:14][O:15][CH2:16][CH2:17][CH2:18][CH2:19][CH2:20][CH2:21][CH2:22][CH3:23])([CH2:24][O:25][CH2:26][CH2:27][CH2:28][CH2:29][CH2:30][CH2:31][CH2:32][CH3:33])[CH2:5][CH2:4][CH2:3][N:2]([CH3:35])[CH3:1], predict the reactants needed to synthesize it. The reactants are: [CH3:1][N:2]([CH3:35])[C:3](=O)[CH2:4][CH2:5][C:6]([CH2:24][O:25][CH2:26][CH2:27][CH2:28][CH2:29][CH2:30][CH2:31][CH2:32][CH3:33])([CH2:14][O:15][CH2:16][CH2:17][CH2:18][CH2:19][CH2:20][CH2:21][CH2:22][CH3:23])[CH2:7][CH2:8][C:9]([N:11]([CH3:13])[CH3:12])=O.[H-].[H-].[H-].[H-].[Li+].[Al+3].C(OCC)(=O)C.[OH-].[Na+]. (10) Given the product [CH3:14][C:13]1[C:8]([CH2:7][C:6]([NH2:26])=[O:5])=[CH:9][C:10]([N:15]2[CH2:20][CH2:19][N:18]([CH3:21])[CH2:17][CH2:16]2)=[N:11][CH:12]=1, predict the reactants needed to synthesize it. The reactants are: C([O:5][C:6](=O)[CH2:7][C:8]1[C:13]([CH3:14])=[CH:12][N:11]=[C:10]([N:15]2[CH2:20][CH2:19][N:18]([CH3:21])[CH2:17][CH2:16]2)[CH:9]=1)(C)(C)C.C(C1NC=CN=1)(C1[NH:26]C=CN=1)=O.N.